This data is from Full USPTO retrosynthesis dataset with 1.9M reactions from patents (1976-2016). The task is: Predict the reactants needed to synthesize the given product. (1) Given the product [CH2:36]([C:13](=[CH:14][CH2:15][C:16]1[C:17]([OH:29])=[C:18]2[C:22](=[C:23]([CH3:27])[C:24]=1[CH2:25][CH3:26])[CH2:21][O:20][C:19]2=[O:28])[CH2:12][NH:11][CH2:10][CH2:9][P:4](=[O:3])([OH:8])[OH:5])[CH3:37], predict the reactants needed to synthesize it. The reactants are: C([O:3][P:4]([CH2:9][CH2:10][NH:11][CH2:12][C:13]([CH2:36][CH3:37])=[CH:14][CH2:15][C:16]1[C:17]([O:29]CC[Si](C)(C)C)=[C:18]2[C:22](=[C:23]([CH3:27])[C:24]=1[CH2:25][CH3:26])[CH2:21][O:20][C:19]2=[O:28])(=[O:8])[O:5]CC)C.C[Si](Br)(C)C. (2) Given the product [O:17]1[CH:18]=[CH:19][CH:20]=[C:16]1[C:14]1[N:15]=[C:11]([NH:10][C:8]([C:6]2[CH:5]=[CH:4][N:3]=[C:2]([N:27]3[CH2:32][CH2:31][O:30][CH2:29][CH2:28]3)[CH:7]=2)=[O:9])[S:12][C:13]=1[N:21]1[CH2:26][CH2:25][O:24][CH2:23][CH2:22]1, predict the reactants needed to synthesize it. The reactants are: Cl[C:2]1[CH:7]=[C:6]([C:8]([NH:10][C:11]2[S:12][C:13]([N:21]3[CH2:26][CH2:25][O:24][CH2:23][CH2:22]3)=[C:14]([C:16]3[O:17][CH:18]=[CH:19][CH:20]=3)[N:15]=2)=[O:9])[CH:5]=[CH:4][N:3]=1.[NH:27]1[CH2:32][CH2:31][O:30][CH2:29][CH2:28]1. (3) Given the product [C:19]([NH:1][C:2](=[S:12])[NH:1][C:2]1[S:12][C:5]2[CH2:6][O:7][C:8]([CH3:11])([CH3:10])[CH2:9][C:4]=2[C:3]=1[C:13]([O:15][CH3:16])=[O:14])(=[O:20])[C:18]1[CH:17]=[CH:21][CH:13]=[CH:3][CH:4]=1, predict the reactants needed to synthesize it. The reactants are: [NH2:1][C:2]1[S:12][C:5]2[CH2:6][O:7][C:8]([CH3:11])([CH3:10])[CH2:9][C:4]=2[C:3]=1[C:13]([O:15][CH3:16])=[O:14].[CH2:17]1[CH2:21][O:20][CH2:19][CH2:18]1. (4) Given the product [Cl:1][C:2]1[CH:11]=[C:10]([I:12])[CH:9]=[C:8]([Cl:13])[C:3]=1[C:4]([OH:6])=[O:5], predict the reactants needed to synthesize it. The reactants are: [Cl:1][C:2]1[CH:11]=[C:10]([I:12])[CH:9]=[C:8]([Cl:13])[C:3]=1[C:4]([O:6]C)=[O:5].[I-].[Li+]. (5) The reactants are: [CH2:1]([O:4][N:5]([C:16]([CH3:19])([CH3:18])[CH3:17])[C:6]([CH3:15])([CH3:14])[C:7]([NH:9][C:10]([CH3:13])([CH3:12])[CH3:11])=[O:8])[CH:2]=[CH2:3].[C:20](N(C(C)(C)C(NC(C)(C)C)=O)O)(C)(C)[CH3:21].BrCC=CC=C. Given the product [CH2:1]([O:4][N:5]([C:16]([CH3:19])([CH3:18])[CH3:17])[C:6]([CH3:15])([CH3:14])[C:7]([NH:9][C:10]([CH3:13])([CH3:12])[CH3:11])=[O:8])[CH:2]=[CH:3][CH:20]=[CH2:21], predict the reactants needed to synthesize it. (6) Given the product [CH3:27][CH2:26][C:25]([C:24]([O:23][C@@H:21]1[C@@H:22]2[C@@H:13]([CH2:12][CH2:11][C@@H:10]([OH:33])[CH2:9][C@@H:8]([OH:34])[CH2:7][C:6]([O-:36])=[O:35])[C@@H:14]([CH3:32])[CH:15]=[CH:16][C:17]2=[CH:18][C@H:19]([CH3:31])[CH2:20]1)=[O:30])([CH3:28])[CH3:29].[NH4+:5], predict the reactants needed to synthesize it. The reactants are: COCC[NH:5][C:6](=[O:35])[CH2:7][C@H:8]([OH:34])[CH2:9][C@H:10]([OH:33])[CH2:11][CH2:12][C@@H:13]1[C@@H:22]2[C:17](=[CH:18][C@H:19]([CH3:31])[CH2:20][C@@H:21]2[O:23][C:24](=[O:30])[C:25]([CH3:29])([CH3:28])[CH2:26][CH3:27])[CH:16]=[CH:15][C@@H:14]1[CH3:32].[OH-:36].[Na+].N. (7) Given the product [F:1][C:2]1[CH:3]=[C:4]([CH:33]([OH:35])[CH3:34])[CH:5]=[CH:6][C:7]=1[N:8]1[CH2:13][CH2:12][N:11]([C:14]([C:16]2[CH:21]=[C:20]([S:22]([CH3:25])(=[O:24])=[O:23])[CH:19]=[CH:18][C:17]=2[C:26]2[CH:31]=[CH:30][C:29]([F:32])=[CH:28][CH:27]=2)=[O:15])[CH2:10][CH2:9]1, predict the reactants needed to synthesize it. The reactants are: [F:1][C:2]1[CH:3]=[C:4]([C:33](=[O:35])[CH3:34])[CH:5]=[CH:6][C:7]=1[N:8]1[CH2:13][CH2:12][N:11]([C:14]([C:16]2[CH:21]=[C:20]([S:22]([CH3:25])(=[O:24])=[O:23])[CH:19]=[CH:18][C:17]=2[C:26]2[CH:31]=[CH:30][C:29]([F:32])=[CH:28][CH:27]=2)=[O:15])[CH2:10][CH2:9]1.[BH4-].[Na+]. (8) Given the product [CH3:14][C:13]([CH3:16])([CH3:15])[C:12]#[C:11][C:7]1[S:6][C:5]([C:3]([O:2][CH3:1])=[O:4])=[C:9]([NH:17][C:18]2[C:19](=[O:25])[N:20]([CH3:24])[CH:21]=[CH:22][CH:23]=2)[CH:8]=1, predict the reactants needed to synthesize it. The reactants are: [CH3:1][O:2][C:3]([C:5]1[S:6][C:7]([C:11]#[C:12][C:13]([CH3:16])([CH3:15])[CH3:14])=[CH:8][C:9]=1Br)=[O:4].[NH2:17][C:18]1[C:19](=[O:25])[N:20]([CH3:24])[CH:21]=[CH:22][CH:23]=1.C([O-])([O-])=O.[Cs+].[Cs+]. (9) Given the product [F:1][C:2]1[CH:7]=[CH:6][C:5]([C:8]2[CH:22]=[C:21]([CH2:23][N:24]([CH3:35])[S:25]([C:28]3[CH:33]=[CH:32][C:31]([F:34])=[CH:30][CH:29]=3)(=[O:26])=[O:27])[CH:20]=[CH:19][C:9]=2[O:10][CH2:11][C:12]([OH:14])=[O:13])=[CH:4][C:3]=1[S:36]([CH3:39])(=[O:38])=[O:37], predict the reactants needed to synthesize it. The reactants are: [F:1][C:2]1[CH:7]=[CH:6][C:5]([C:8]2[CH:22]=[C:21]([CH2:23][N:24]([CH3:35])[S:25]([C:28]3[CH:33]=[CH:32][C:31]([F:34])=[CH:30][CH:29]=3)(=[O:27])=[O:26])[CH:20]=[CH:19][C:9]=2[O:10][CH2:11][C:12]([O:14]C(C)(C)C)=[O:13])=[CH:4][C:3]=1[S:36]([CH3:39])(=[O:38])=[O:37].